This data is from NCI-60 drug combinations with 297,098 pairs across 59 cell lines. The task is: Regression. Given two drug SMILES strings and cell line genomic features, predict the synergy score measuring deviation from expected non-interaction effect. (1) Drug 1: C1CCN(CC1)CCOC2=CC=C(C=C2)C(=O)C3=C(SC4=C3C=CC(=C4)O)C5=CC=C(C=C5)O. Drug 2: C1=NC2=C(N1)C(=S)N=C(N2)N. Cell line: COLO 205. Synergy scores: CSS=31.2, Synergy_ZIP=2.63, Synergy_Bliss=0.744, Synergy_Loewe=-13.3, Synergy_HSA=-3.50. (2) Drug 1: C1=CC(=CC=C1CC(C(=O)O)N)N(CCCl)CCCl.Cl. Drug 2: C1CN(CCN1C(=O)CCBr)C(=O)CCBr. Cell line: TK-10. Synergy scores: CSS=2.15, Synergy_ZIP=-0.347, Synergy_Bliss=0.0106, Synergy_Loewe=-7.53, Synergy_HSA=-6.85. (3) Drug 1: CCC1=C2CN3C(=CC4=C(C3=O)COC(=O)C4(CC)O)C2=NC5=C1C=C(C=C5)O. Drug 2: C(=O)(N)NO. Cell line: SNB-75. Synergy scores: CSS=15.5, Synergy_ZIP=-2.07, Synergy_Bliss=-1.82, Synergy_Loewe=-79.7, Synergy_HSA=-1.18. (4) Drug 1: CC1=C(C=C(C=C1)NC(=O)C2=CC=C(C=C2)CN3CCN(CC3)C)NC4=NC=CC(=N4)C5=CN=CC=C5. Drug 2: C#CCC(CC1=CN=C2C(=N1)C(=NC(=N2)N)N)C3=CC=C(C=C3)C(=O)NC(CCC(=O)O)C(=O)O. Cell line: A498. Synergy scores: CSS=27.4, Synergy_ZIP=3.74, Synergy_Bliss=1.42, Synergy_Loewe=-20.1, Synergy_HSA=-2.03. (5) Drug 1: CC12CCC3C(C1CCC2NC(=O)OCC(F)(F)F)CCC4C3(C=CC(=O)N4C)C. Drug 2: CC1=C(C(=CC=C1)Cl)NC(=O)C2=CN=C(S2)NC3=CC(=NC(=N3)C)N4CCN(CC4)CCO. Cell line: OVCAR3. Synergy scores: CSS=44.7, Synergy_ZIP=0.907, Synergy_Bliss=0.313, Synergy_Loewe=-3.55, Synergy_HSA=0.333. (6) Drug 1: CC1C(C(CC(O1)OC2CC(CC3=C2C(=C4C(=C3O)C(=O)C5=C(C4=O)C(=CC=C5)OC)O)(C(=O)C)O)N)O.Cl. Synergy scores: CSS=30.1, Synergy_ZIP=-2.60, Synergy_Bliss=-3.56, Synergy_Loewe=-3.09, Synergy_HSA=-3.05. Drug 2: CC1=C(C=C(C=C1)NC(=O)C2=CC=C(C=C2)CN3CCN(CC3)C)NC4=NC=CC(=N4)C5=CN=CC=C5. Cell line: 786-0. (7) Drug 1: C1CC(=O)NC(=O)C1N2CC3=C(C2=O)C=CC=C3N. Drug 2: CN(C)C1=NC(=NC(=N1)N(C)C)N(C)C. Cell line: NCIH23. Synergy scores: CSS=1.63, Synergy_ZIP=-1.23, Synergy_Bliss=-2.60, Synergy_Loewe=-1.88, Synergy_HSA=-2.95.